From a dataset of Full USPTO retrosynthesis dataset with 1.9M reactions from patents (1976-2016). Predict the reactants needed to synthesize the given product. (1) The reactants are: [C:1](Cl)(=O)C.[CH2:5]([C:7]1[C:8]([O:18]C)=[N:9][C:10]([CH3:17])=[C:11]([CH:16]=1)[C:12](NO)=N)C.[N:20]1[CH:25]=[CH:24][CH:23]=[CH:22][CH:21]=1. Given the product [CH3:17][C:10]1[NH:9][C:8](=[O:18])[C:7]([CH3:5])=[CH:16][C:11]=1[C:12]1[CH:1]=[C:24]([CH:23]=[CH:22][CH:21]=1)[C:25]#[N:20], predict the reactants needed to synthesize it. (2) Given the product [C:1]([C:5]1[N:9]([CH2:10][CH:11]2[CH2:16][CH2:15][C:14]([F:18])([F:17])[CH2:13][CH2:12]2)[C:8]2[CH:19]=[CH:20][C:21]([S:23]([N:27]3[CH2:32][CH2:31][CH2:30][C@H:29]([C:33]([O:35][CH2:36][CH3:37])=[O:34])[CH2:28]3)(=[O:25])=[O:24])=[CH:22][C:7]=2[N:6]=1)([CH3:4])([CH3:3])[CH3:2], predict the reactants needed to synthesize it. The reactants are: [C:1]([C:5]1[N:9]([CH2:10][CH:11]2[CH2:16][CH2:15][C:14]([F:18])([F:17])[CH2:13][CH2:12]2)[C:8]2[CH:19]=[CH:20][C:21]([S:23](Cl)(=[O:25])=[O:24])=[CH:22][C:7]=2[N:6]=1)([CH3:4])([CH3:3])[CH3:2].[NH:27]1[CH2:32][CH2:31][CH2:30][C@H:29]([C:33]([O:35][CH2:36][CH3:37])=[O:34])[CH2:28]1.CCN(C(C)C)C(C)C. (3) Given the product [C:22]([C:9]1[CH:10]=[N:11][C:12]2[C:17]([C:8]=1[C:4]1[CH:3]=[C:2]([NH:1][C:42]([N:39]3[CH:38]=[CH:37][N:41]=[CH:40]3)=[NH:43])[CH:7]=[CH:6][CH:5]=1)=[CH:16][CH:15]=[CH:14][C:13]=2[C:18]([F:21])([F:19])[F:20])(=[O:23])[C:24]1[CH:25]=[CH:26][CH:27]=[CH:28][CH:29]=1, predict the reactants needed to synthesize it. The reactants are: [NH2:1][C:2]1[CH:3]=[C:4]([C:8]2[C:17]3[C:12](=[C:13]([C:18]([F:21])([F:20])[F:19])[CH:14]=[CH:15][CH:16]=3)[N:11]=[CH:10][C:9]=2[C:22]([C:24]2[CH:29]=[CH:28][CH:27]=[CH:26][CH:25]=2)=[O:23])[CH:5]=[CH:6][CH:7]=1.NC1C=CC=CC=1.[CH:37]1[N:41]=[CH:40][N:39]([C:42](N2C=NC=C2)=[NH:43])[CH:38]=1. (4) Given the product [Br:10][C:11]1[CH:12]=[C:13]([CH:25]=[C:26]([Cl:28])[CH:27]=1)[O:14][C:15]1[C:22]([Cl:23])=[CH:21][CH:20]=[C:19]2[C:16]=1[CH:17]=[N:30][NH:31]2, predict the reactants needed to synthesize it. The reactants are: FC1C=CC=CC=1C=O.[Br:10][C:11]1[CH:12]=[C:13]([CH:25]=[C:26]([Cl:28])[CH:27]=1)[O:14][C:15]1[C:22]([Cl:23])=[CH:21][CH:20]=[C:19](F)[C:16]=1[CH:17]=O.O.[NH2:30][NH2:31].